From a dataset of Full USPTO retrosynthesis dataset with 1.9M reactions from patents (1976-2016). Predict the reactants needed to synthesize the given product. Given the product [F:21][C:18]1[CH:19]=[CH:20][C:15]([C@@H:8]([CH:9]2[CH2:14][CH2:13][O:12][CH2:11][CH2:10]2)[C@@H:4]([C:5]([NH:22][C:23]2[CH:24]=[N:25][CH:26]=[C:27]([F:54])[C:28]=2[CH2:29][CH2:30][C@H:31]2[O:36][CH2:35][C@@H:34]([CH2:37][O:38][C:39](=[O:40])[NH:41][CH2:42][C:43]([F:45])([F:46])[F:44])[NH:33][CH2:32]2)=[O:7])[NH2:1])=[CH:16][CH:17]=1, predict the reactants needed to synthesize it. The reactants are: [N:1]([C@@H:4]([C@@H:8]([C:15]1[CH:20]=[CH:19][C:18]([F:21])=[CH:17][CH:16]=1)[CH:9]1[CH2:14][CH2:13][O:12][CH2:11][CH2:10]1)[C:5]([OH:7])=O)=[N+]=[N-].[NH2:22][C:23]1[CH:24]=[N:25][CH:26]=[C:27]([F:54])[C:28]=1[CH2:29][CH2:30][C@H:31]1[O:36][CH2:35][C@H:34]([CH2:37][O:38][C:39]([NH:41][CH2:42][C:43]([F:46])([F:45])[F:44])=[O:40])[N:33](C(OC(C)(C)C)=O)[CH2:32]1.